From a dataset of Catalyst prediction with 721,799 reactions and 888 catalyst types from USPTO. Predict which catalyst facilitates the given reaction. (1) Reactant: [C:1]([C:3]1[CH:4]=[C:5]([CH:9]=[CH:10][C:11]=1[O:12][CH3:13])[C:6]([OH:8])=O)#[N:2].O=S(Cl)Cl.[NH2:18][C:19]1[CH:24]=[CH:23][CH:22]=[CH:21][C:20]=1O.C(N(CC)CC)C.C1(C)C=CC(S(O)(=O)=O)=CC=1. Product: [O:8]1[C:20]2[CH:21]=[CH:22][CH:23]=[CH:24][C:19]=2[N:18]=[C:6]1[C:5]1[CH:9]=[CH:10][C:11]([O:12][CH3:13])=[C:3]([CH:4]=1)[C:1]#[N:2]. The catalyst class is: 674. (2) Reactant: [OH:1][CH:2]([CH:12]1[CH2:17][CH2:16][N:15](CC2C=CC=CC=2)[CH2:14][CH2:13]1)[CH2:3][NH:4][C:5](=[O:11])[O:6][C:7]([CH3:10])([CH3:9])[CH3:8]. Product: [OH:1][CH:2]([CH:12]1[CH2:13][CH2:14][NH:15][CH2:16][CH2:17]1)[CH2:3][NH:4][C:5](=[O:11])[O:6][C:7]([CH3:10])([CH3:9])[CH3:8]. The catalyst class is: 723.